Dataset: Catalyst prediction with 721,799 reactions and 888 catalyst types from USPTO. Task: Predict which catalyst facilitates the given reaction. (1) Reactant: [CH3:1][O:2][CH2:3][CH2:4][O:5][C:6]1[CH:11]=[CH:10][N:9]2[C:12]([C:15]3[CH:24]=[CH:23][C:22]4[C:17](=[C:18]([OH:25])[CH:19]=[CH:20][CH:21]=4)[N:16]=3)=[CH:13][N:14]=[C:8]2[CH:7]=1.O[CH:27]1[CH2:32][CH2:31][N:30]([C:33]([O:35][C:36]([CH3:39])([CH3:38])[CH3:37])=[O:34])[CH2:29][CH2:28]1.C1(P(C2C=CC=CC=2)C2C=CC=CC=2)C=CC=CC=1.N(C(OCC)=O)=NC(OCC)=O. Product: [CH3:1][O:2][CH2:3][CH2:4][O:5][C:6]1[CH:11]=[CH:10][N:9]2[C:12]([C:15]3[CH:24]=[CH:23][C:22]4[C:17](=[C:18]([O:25][CH:27]5[CH2:32][CH2:31][N:30]([C:33]([O:35][C:36]([CH3:39])([CH3:38])[CH3:37])=[O:34])[CH2:29][CH2:28]5)[CH:19]=[CH:20][CH:21]=4)[N:16]=3)=[CH:13][N:14]=[C:8]2[CH:7]=1. The catalyst class is: 49. (2) Reactant: [NH2:1][C:2]1[N:10]=[C:9]([O:11][CH2:12][CH2:13][CH2:14][CH3:15])[N:8]=[C:7]2[C:3]=1[N:4]=[C:5](Br)[N:6]2[CH2:16][C:17]1[CH:18]=[C:19]([CH2:23][P:24]([CH3:29])(=[O:28])[O:25][CH2:26]C)[CH:20]=[CH:21][CH:22]=1.C[O-:32].[Na+]. Product: [NH2:1][C:2]1[N:10]=[C:9]([O:11][CH2:12][CH2:13][CH2:14][CH3:15])[N:8]=[C:7]2[C:3]=1[N:4]=[C:5]([OH:32])[N:6]2[CH2:16][C:17]1[CH:18]=[C:19]([CH2:23][P:24]([CH3:29])(=[O:28])[O:25][CH3:26])[CH:20]=[CH:21][CH:22]=1. The catalyst class is: 5. (3) Reactant: Cl[C:2]1[CH:7]=[CH:6][N:5]2[N:8]=[CH:9][C:10]([C:11]([O:13][CH2:14][CH3:15])=[O:12])=[C:4]2[N:3]=1.[CH3:16][C:17]1[CH:22]=[CH:21][C:20](B2OC(C)(C)C(C)(C)O2)=[CH:19][N:18]=1.P([O-])([O-])([O-])=O.[K+].[K+].[K+].C1(C)C=CC=CC=1. Product: [CH3:16][C:17]1[N:18]=[CH:19][C:20]([C:2]2[CH:7]=[CH:6][N:5]3[N:8]=[CH:9][C:10]([C:11]([O:13][CH2:14][CH3:15])=[O:12])=[C:4]3[N:3]=2)=[CH:21][CH:22]=1. The catalyst class is: 6. (4) Reactant: [CH3:1][S:2]([C:5]1[CH:49]=[CH:48][CH:47]=[CH:46][C:6]=1[CH2:7][NH:8][C:9](=[O:45])[CH:10]([NH:19][C:20]1[CH:21]=[C:22]2[C:27](=[CH:28][CH:29]=1)[C:26]([N:30]([C:38]([O:40][C:41]([CH3:44])([CH3:43])[CH3:42])=[O:39])[C:31]([O:33][C:34]([CH3:37])([CH3:36])[CH3:35])=[O:32])=[N:25][CH:24]=[CH:23]2)[C:11]1[CH:16]=[CH:15][CH:14]=[C:13]([CH:17]=[CH2:18])[CH:12]=1)(=[O:4])=[O:3]. Product: [CH3:1][S:2]([C:5]1[CH:49]=[CH:48][CH:47]=[CH:46][C:6]=1[CH2:7][NH:8][C:9](=[O:45])[CH:10]([NH:19][C:20]1[CH:21]=[C:22]2[C:27](=[CH:28][CH:29]=1)[C:26]([N:30]([C:38]([O:40][C:41]([CH3:43])([CH3:42])[CH3:44])=[O:39])[C:31]([O:33][C:34]([CH3:37])([CH3:35])[CH3:36])=[O:32])=[N:25][CH:24]=[CH:23]2)[C:11]1[CH:16]=[CH:15][CH:14]=[C:13]([CH2:17][CH3:18])[CH:12]=1)(=[O:4])=[O:3]. The catalyst class is: 19. (5) Reactant: [CH3:1][O:2][CH2:3][C:4]1[CH:5]=[N:6][C:7]([N:10]2[CH2:15][CH2:14][CH:13]([C@H:16]3[CH2:18][C@H:17]3[CH2:19][CH2:20][OH:21])[CH2:12][CH2:11]2)=[N:8][CH:9]=1.[Br:22][C:23]1[CH:28]=[CH:27][C:26](O)=[CH:25][C:24]=1[Cl:30].C1(P(C2C=CC=CC=2)C2C=CC=CC=2)C=CC=CC=1.CC(OC(/N=N/C(OC(C)C)=O)=O)C. Product: [Br:22][C:23]1[CH:28]=[CH:27][C:26]([O:21][CH2:20][CH2:19][C@@H:17]2[CH2:18][C@@H:16]2[CH:13]2[CH2:14][CH2:15][N:10]([C:7]3[N:8]=[CH:9][C:4]([CH2:3][O:2][CH3:1])=[CH:5][N:6]=3)[CH2:11][CH2:12]2)=[CH:25][C:24]=1[Cl:30]. The catalyst class is: 11.